Dataset: Catalyst prediction with 721,799 reactions and 888 catalyst types from USPTO. Task: Predict which catalyst facilitates the given reaction. (1) The catalyst class is: 137. Product: [N:11]1([CH2:14][C:15]#[N:16])[CH2:12][CH2:13][NH:8][CH2:9][CH2:10]1. Reactant: C(OC([N:8]1[CH2:13][CH2:12][N:11]([CH2:14][C:15]#[N:16])[CH2:10][CH2:9]1)=O)(C)(C)C. (2) Reactant: CN([C:4]([O:8]N1N=NC2C=CC=NC1=2)=[N+](C)C)C.F[P-](F)(F)(F)(F)F.[C:25]([O:29][C:30]([NH:32][C@@H:33]([C@H:45]([CH3:53])[CH2:46][CH:47]([CH3:52])[CH2:48][CH2:49][CH:50]=[CH2:51])[C:34]([N:36]1[CH2:40][C@H:39]([OH:41])[CH2:38][C@H:37]1[C:42](O)=[O:43])=[O:35])=[O:31])([CH3:28])([CH3:27])[CH3:26].Cl.[NH2:55][C@:56]1([C:61]([NH:63][S:64]([C:67]2([CH2:70][F:71])[CH2:69][CH2:68]2)(=[O:66])=[O:65])=[O:62])[CH2:58][C@H:57]1[CH:59]=[CH2:60].CCN(C(C)C)C(C)C. Product: [F:71][CH2:70][C:67]1([S:64]([NH:63][C:61]([C@@:56]2([NH:55][C:42]([C@@H:37]3[CH2:38][C@@H:39]([OH:41])[CH2:40][N:36]3[C:34](=[O:35])[C@@H:33]([NH:32][C:30](=[O:31])[O:29][C:25]([CH3:28])([CH3:26])[CH3:27])[C@H:45]([CH2:53][O:8][CH3:4])[CH2:46][CH:47]([CH3:52])[CH2:48][CH2:49][CH:50]=[CH2:51])=[O:43])[CH2:58][C@H:57]2[CH:59]=[CH2:60])=[O:62])(=[O:66])=[O:65])[CH2:69][CH2:68]1. The catalyst class is: 2. (3) Reactant: [Cl:1][CH2:2][C:3](=O)[CH2:4][C:5]([O:7][CH2:8][CH3:9])=[O:6].OS(O)(=O)=O.[CH3:16][C:17]1[C:22]([OH:23])=[CH:21][CH:20]=CC=1O. Product: [Cl:1][CH2:2][C:3]1[C:9]2[C:8](=[C:17]([CH3:16])[C:22]([OH:23])=[CH:21][CH:20]=2)[O:7][C:5](=[O:6])[CH:4]=1. The catalyst class is: 6. (4) Reactant: [H-].[Na+].[NH:3]1[C:12]2[C:7](=[CH:8][CH:9]=[CH:10][CH:11]=2)[CH2:6][CH2:5][C:4]1=[O:13].[C:14]([O:17][CH2:18][CH2:19]Cl)(=[O:16])[CH3:15]. Product: [C:14]([O:17][CH2:18][CH2:19][N:3]1[C:12]2[C:7](=[CH:8][CH:9]=[CH:10][CH:11]=2)[CH2:6][CH2:5][C:4]1=[O:13])(=[O:16])[CH3:15]. The catalyst class is: 9. (5) Reactant: [N:1]([C:4]1[C:5]([CH:16]=[O:17])=[CH:6][N:7]([CH2:11][C:12]([F:15])([F:14])[F:13])[C:8](=[O:10])[CH:9]=1)=[N+]=[N-].C12(CS(O)(=O)=O)C(C)(C)C(CC1)CC2=O.C(=O)([O-])O.[Na+].O. Product: [NH2:1][C:4]1[C:5]([CH:16]=[O:17])=[CH:6][N:7]([CH2:11][C:12]([F:15])([F:13])[F:14])[C:8](=[O:10])[CH:9]=1. The catalyst class is: 130.